Dataset: Catalyst prediction with 721,799 reactions and 888 catalyst types from USPTO. Task: Predict which catalyst facilitates the given reaction. Reactant: [CH3:1][N:2]([CH3:27])[C:3](=[O:26])[CH:4]([N:12]1[CH2:17][CH2:16][CH2:15][C@@H:14]([NH:18]C(=O)OC(C)(C)C)[CH2:13]1)[C:5]1[CH:10]=[CH:9][CH:8]=[CH:7][C:6]=1[F:11].NC(=O)C(N1CCC[C@@H](NC(=O)OC(C)(C)C)C1)C1C=CC=CC=1F.[ClH:53]. Product: [ClH:53].[NH2:18][C@@H:14]1[CH2:15][CH2:16][CH2:17][N:12]([CH:4]([C:5]2[CH:10]=[CH:9][CH:8]=[CH:7][C:6]=2[F:11])[C:3]([N:2]([CH3:27])[CH3:1])=[O:26])[CH2:13]1. The catalyst class is: 5.